From a dataset of Reaction yield outcomes from USPTO patents with 853,638 reactions. Predict the reaction yield, written as a fraction of the theoretical maximum amount of product (1.0 means a 100% yield; for example, 0.34 means a 34% yield). (1) The reactants are Br[C:2]1[CH:7]=[CH:6][CH:5]=[C:4]([N+:8]([O-:10])=[O:9])[CH:3]=1.[OH-:11].[Cs+]. The catalyst is C(OCC)(=O)C.CCCCCCC. The product is [N+:8]([C:4]1[CH:3]=[C:2]([OH:11])[CH:7]=[CH:6][CH:5]=1)([O-:10])=[O:9]. The yield is 0.780. (2) The reactants are Br[C:2]1[CH:3]=[CH:4][CH:5]=[C:6]2[C:10]=1[NH:9][C:8]([CH3:11])=[CH:7]2.[Li]CCCC.[C:17](=[O:19])=[O:18].O. The catalyst is C1COCC1.CCCCCC. The product is [CH3:11][C:8]1[NH:9][C:10]2[C:6]([CH:7]=1)=[CH:5][CH:4]=[CH:3][C:2]=2[C:17]([OH:19])=[O:18]. The yield is 0.310. (3) The reactants are Cl.[O:2]=[C:3]1[NH:12][C:11]2[N:10]=[CH:9][C:8](/[CH:13]=[CH:14]/[C:15]([OH:17])=O)=[CH:7][C:6]=2[CH2:5][CH2:4]1.[CH:18]1[CH:19]=CC2N(O)N=[N:24][C:22]=2[CH:23]=1.CCN(C(C)C)C(C)C.N1CCCC1.CCN=C=NCCCN(C)C. The catalyst is CN(C=O)C. The product is [O:17]=[C:15]([N:24]1[CH2:19][CH2:18][CH2:23][CH2:22]1)/[CH:14]=[CH:13]/[C:8]1[CH:7]=[C:6]2[C:11](=[N:10][CH:9]=1)[NH:12][C:3](=[O:2])[CH2:4][CH2:5]2. The yield is 0.620.